From a dataset of Catalyst prediction with 721,799 reactions and 888 catalyst types from USPTO. Predict which catalyst facilitates the given reaction. (1) Reactant: [C:1]([OH:10])(=[O:9])[CH2:2][CH2:3][CH2:4][CH2:5][CH2:6][CH2:7][CH3:8].[OH-].[CH2:12]([N+:16]([CH2:25][CH2:26][CH2:27][CH3:28])([CH2:21][CH2:22][CH2:23][CH3:24])[CH2:17][CH2:18][CH2:19][CH3:20])[CH2:13][CH2:14][CH3:15]. Product: [C:1]([O-:10])(=[O:9])[CH2:2][CH2:3][CH2:4][CH2:5][CH2:6][CH2:7][CH3:8].[CH2:25]([N+:16]([CH2:12][CH2:13][CH2:14][CH3:15])([CH2:17][CH2:18][CH2:19][CH3:20])[CH2:21][CH2:22][CH2:23][CH3:24])[CH2:26][CH2:27][CH3:28]. The catalyst class is: 6. (2) Reactant: [C:1]([O:5][C:6]([N:8]1[CH2:12][CH2:11][C@@H:10]([NH2:13])[CH2:9]1)=[O:7])([CH3:4])([CH3:3])[CH3:2].Cl.[N:15]1[CH:20]=[CH:19][CH:18]=[C:17](C(Cl)=O)[CH:16]=1.C1C[O:27][CH2:26]C1. Product: [C:1]([O:5][C:6]([N:8]1[CH2:12][CH2:11][C@@H:10]([NH:13][C:26]([C:18]2[CH:17]=[CH:16][N:15]=[CH:20][CH:19]=2)=[O:27])[CH2:9]1)=[O:7])([CH3:4])([CH3:2])[CH3:3]. The catalyst class is: 25.